This data is from Full USPTO retrosynthesis dataset with 1.9M reactions from patents (1976-2016). The task is: Predict the reactants needed to synthesize the given product. (1) Given the product [CH:1]1([CH2:4][O:5][C:6]2[N:11]=[C:10]([C:12]([NH:21][CH:22]([CH2:31][CH:32]([CH3:34])[CH3:33])[CH2:23][C:24]([O:26][C:27]([CH3:28])([CH3:29])[CH3:30])=[O:25])=[O:14])[CH:9]=[CH:8][C:7]=2[N:15]2[CH2:18][C:17]([F:20])([F:19])[CH2:16]2)[CH2:2][CH2:3]1, predict the reactants needed to synthesize it. The reactants are: [CH:1]1([CH2:4][O:5][C:6]2[N:11]=[C:10]([C:12]([OH:14])=O)[CH:9]=[CH:8][C:7]=2[N:15]2[CH2:18][C:17]([F:20])([F:19])[CH2:16]2)[CH2:3][CH2:2]1.[NH2:21][CH:22]([CH2:31][CH:32]([CH3:34])[CH3:33])[CH2:23][C:24]([O:26][C:27]([CH3:30])([CH3:29])[CH3:28])=[O:25].CN(C(ON1N=NC2C=CC=CC1=2)=[N+](C)C)C.[B-](F)(F)(F)F.CCN(C(C)C)C(C)C. (2) Given the product [NH2:20][C:18]1[CH:17]=[C:4]([CH:3]=[C:2]([Cl:1])[CH:19]=1)[O:5][CH2:6][C:7]1[CH:16]=[CH:15][C:10]([C:11]([NH:13][CH3:14])=[O:12])=[CH:9][CH:8]=1, predict the reactants needed to synthesize it. The reactants are: [Cl:1][C:2]1[CH:3]=[C:4]([CH:17]=[C:18]([N+:20]([O-])=O)[CH:19]=1)[O:5][CH2:6][C:7]1[CH:16]=[CH:15][C:10]([C:11]([NH:13][CH3:14])=[O:12])=[CH:9][CH:8]=1.[NH4+].[Cl-].